This data is from Reaction yield outcomes from USPTO patents with 853,638 reactions. The task is: Predict the reaction yield, written as a fraction of the theoretical maximum amount of product (1.0 means a 100% yield; for example, 0.34 means a 34% yield). The reactants are [CH3:1][CH2:2][CH2:3][CH2:4][NH:5][C:6]1[CH:7]=[C:8]([C:23]([OH:25])=O)[CH:9]=[C:10]([S:19]([NH2:22])(=[O:21])=[O:20])[C:11]=1[O:12][C:13]1[CH:14]=[CH:15][CH:16]=[CH:17][CH:18]=1.C(N=C=NCCCN(C)C)C.ON1C2C=CC=CC=2N=N1.[CH2:47]([NH:49][CH2:50][CH3:51])[CH3:48]. The catalyst is ClCCl. The product is [CH2:47]([N:49]([CH2:50][CH3:51])[C:23](=[O:25])[C:8]1[CH:7]=[C:6]([NH:5][CH2:4][CH2:3][CH2:2][CH3:1])[C:11]([O:12][C:13]2[CH:18]=[CH:17][CH:16]=[CH:15][CH:14]=2)=[C:10]([S:19]([NH2:22])(=[O:21])=[O:20])[CH:9]=1)[CH3:48]. The yield is 0.650.